From a dataset of NCI-60 drug combinations with 297,098 pairs across 59 cell lines. Regression. Given two drug SMILES strings and cell line genomic features, predict the synergy score measuring deviation from expected non-interaction effect. Drug 1: COC1=CC(=CC(=C1O)OC)C2C3C(COC3=O)C(C4=CC5=C(C=C24)OCO5)OC6C(C(C7C(O6)COC(O7)C8=CC=CS8)O)O. Drug 2: CC12CCC3C(C1CCC2OP(=O)(O)O)CCC4=C3C=CC(=C4)OC(=O)N(CCCl)CCCl.[Na+]. Cell line: NCI-H522. Synergy scores: CSS=30.4, Synergy_ZIP=-13.0, Synergy_Bliss=-9.53, Synergy_Loewe=-35.5, Synergy_HSA=-5.95.